From a dataset of Forward reaction prediction with 1.9M reactions from USPTO patents (1976-2016). Predict the product of the given reaction. (1) The product is: [CH3:3][O:4][CH2:5][C@H:6]([CH3:50])[CH2:7][O:8][CH2:9][C:10]1[CH:15]=[CH:14][C:13]([C@@H:16]2[C@@H:21]([O:22][CH2:23][C:24]3[CH:25]=[CH:26][C:27]4[O:32][CH2:31][CH2:30][N:29]([CH2:33][CH2:34][CH2:35][O:36][CH3:37])[C:28]=4[CH:38]=3)[CH2:20][N:19]([S:39]([C:42]3[CH:47]=[CH:46][C:45]([CH3:48])=[CH:44][CH:43]=3)(=[O:40])=[O:41])[CH2:18][C@H:17]2[O:49][CH2:61][CH2:62][N:63]([CH3:74])[S:64]([C:67]2[CH:72]=[CH:71][CH:70]=[CH:69][CH:68]=2)(=[O:65])=[O:66])=[CH:12][CH:11]=1. Given the reactants [H-].[Na+].[CH3:3][O:4][CH2:5][C@H:6]([CH3:50])[CH2:7][O:8][CH2:9][C:10]1[CH:15]=[CH:14][C:13]([C@@H:16]2[C@@H:21]([O:22][CH2:23][C:24]3[CH:25]=[CH:26][C:27]4[O:32][CH2:31][CH2:30][N:29]([CH2:33][CH2:34][CH2:35][O:36][CH3:37])[C:28]=4[CH:38]=3)[CH2:20][N:19]([S:39]([C:42]3[CH:47]=[CH:46][C:45]([CH3:48])=[CH:44][CH:43]=3)(=[O:41])=[O:40])[CH2:18][C@H:17]2[OH:49])=[CH:12][CH:11]=1.C1(C)C=CC(S(O[CH2:61][CH2:62][N:63]([CH3:74])[S:64]([C:67]2[CH:72]=[CH:71][C:70](C)=[CH:69][CH:68]=2)(=[O:66])=[O:65])(=O)=O)=CC=1, predict the reaction product. (2) Given the reactants [NH:1]1[C:5]2[N:6]=[CH:7][CH:8]=[C:9]([C:10]#[N:11])[C:4]=2[CH:3]=[CH:2]1.[F:12][C:13]1[C:18]([CH:19]=[O:20])=[C:17]([F:21])[CH:16]=[CH:15][C:14]=1[NH:22][S:23]([C:26]1[CH:31]=[CH:30][C:29]([C:32]([F:35])([F:34])[F:33])=[CH:28][CH:27]=1)(=[O:25])=[O:24].[OH-].[K+].Cl, predict the reaction product. The product is: [C:10]([C:9]1[CH:8]=[CH:7][N:6]=[C:5]2[NH:1][CH:2]=[C:3]([CH:19]([OH:20])[C:18]3[C:13]([F:12])=[C:14]([NH:22][S:23]([C:26]4[CH:27]=[CH:28][C:29]([C:32]([F:35])([F:34])[F:33])=[CH:30][CH:31]=4)(=[O:25])=[O:24])[CH:15]=[CH:16][C:17]=3[F:21])[C:4]=12)#[N:11]. (3) The product is: [F:34][C:23]1[CH:22]=[CH:21][C:20]([NH:19][C:2]2[CH:10]=[C:9]([NH:11][CH2:12][C:13]3[CH:14]=[N:15][CH:16]=[CH:17][CH:18]=3)[C:5]([C:6]([NH2:8])=[O:7])=[CH:4][N:3]=2)=[CH:25][C:24]=1[NH:26][C:27]([N:29]1[CH2:33][CH2:32][CH2:31][CH2:30]1)=[O:28]. Given the reactants Cl[C:2]1[CH:10]=[C:9]([NH:11][CH2:12][C:13]2[CH:14]=[N:15][CH:16]=[CH:17][CH:18]=2)[C:5]([C:6]([NH2:8])=[O:7])=[CH:4][N:3]=1.[NH2:19][C:20]1[CH:21]=[CH:22][C:23]([F:34])=[C:24]([NH:26][C:27]([N:29]2[CH2:33][CH2:32][CH2:31][CH2:30]2)=[O:28])[CH:25]=1.C1C=CC(P(C2C(C3C(P(C4C=CC=CC=4)C4C=CC=CC=4)=CC=C4C=3C=CC=C4)=C3C(C=CC=C3)=CC=2)C2C=CC=CC=2)=CC=1.C([O-])([O-])=O.[Cs+].[Cs+], predict the reaction product. (4) Given the reactants [Cl:1][C:2]1[CH:7]=[CH:6][C:5]([NH:8][C:9](=[O:18])[N:10]([CH2:16][CH3:17])[CH:11]2[CH2:15][CH2:14][NH:13][CH2:12]2)=[CH:4][CH:3]=1.C(=O)([O-])[O-].[K+].[K+].Br[CH2:26][CH2:27]/[CH:28]=[C:29]1/[C:30]2[CH:43]=[C:42]([C:44]([OH:47])([CH3:46])[CH3:45])[CH:41]=[CH:40][C:31]=2[O:32][CH2:33][C:34]2[N:39]=[CH:38][CH:37]=[CH:36][C:35]/1=2, predict the reaction product. The product is: [Cl:1][C:2]1[CH:7]=[CH:6][C:5]([NH:8][C:9](=[O:18])[N:10]([CH2:16][CH3:17])[CH:11]2[CH2:15][CH2:14][N:13]([CH2:26][CH2:27][CH:28]=[C:29]3[C:35]4[CH:36]=[CH:37][CH:38]=[N:39][C:34]=4[CH2:33][O:32][C:31]4[CH:40]=[CH:41][C:42]([C:44]([OH:47])([CH3:46])[CH3:45])=[CH:43][C:30]3=4)[CH2:12]2)=[CH:4][CH:3]=1. (5) Given the reactants [C:1]([O:5][C:6](=[O:19])[NH:7][C:8]1[CH:13]=[C:12](Cl)[C:11]([Cl:15])=[CH:10][C:9]=1[N+:16]([O-:18])=[O:17])([CH3:4])([CH3:3])[CH3:2].[NH:20]1[CH2:24][CH2:23][CH2:22][CH2:21]1, predict the reaction product. The product is: [C:1]([O:5][C:6](=[O:19])[NH:7][C:8]1[CH:13]=[C:12]([N:20]2[CH2:24][CH2:23][CH2:22][CH2:21]2)[C:11]([Cl:15])=[CH:10][C:9]=1[N+:16]([O-:18])=[O:17])([CH3:4])([CH3:3])[CH3:2]. (6) Given the reactants [Cl:1][C:2]1[CH:3]=[C:4]([C@@H](CC2CCCC2)C(O)=O)[CH:5]=[CH:6][C:7]=1[S:8]([CH3:11])(=[O:10])=[O:9].[C:22](Cl)(=[O:26])[C:23](Cl)=O.[CH3:28][O:29][C:30]1[CH:31]=[C:32]([C:36]2[N:37]=[CH:38][C:39]([NH2:42])=[N:40][CH:41]=2)[CH:33]=[CH:34][CH:35]=1.N1[C:48](C)=[CH:47][CH:46]=[CH:45][C:44]=1[CH3:50], predict the reaction product. The product is: [Cl:1][C:2]1[C:7]([S:8]([CH3:11])(=[O:9])=[O:10])=[C:6]([C@@H:23]([CH2:50][CH:44]2[CH2:45][CH2:46][CH2:47][CH2:48]2)[C:22]([NH:42][C:39]2[CH:38]=[N:37][C:36]([C:32]3[CH:33]=[CH:34][CH:35]=[C:30]([O:29][CH3:28])[CH:31]=3)=[CH:41][N:40]=2)=[O:26])[CH:5]=[CH:4][CH:3]=1. (7) Given the reactants [N:1]1([C:6]2[CH:11]=[CH:10][C:9]([CH2:12][N:13]3[C:18]4[CH:19]=[CH:20][S:21][C:17]=4[C:16]4=[N:22][NH:23][C:24](=[O:25])[C:15]4=[N:14]3)=[CH:8][CH:7]=2)[CH:5]=[CH:4][CH:3]=[N:2]1.I[C:27]1[CH:32]=[CH:31][CH:30]=[CH:29][C:28]=1[CH3:33].CN[C@@H]1CCCC[C@H]1NC.P([O-])([O-])([O-])=O.[K+].[K+].[K+].C(=O)(O)[O-].[Na+], predict the reaction product. The product is: [CH3:33][C:28]1[CH:29]=[CH:30][CH:31]=[CH:32][C:27]=1[N:23]1[C:24](=[O:25])[C:15]2=[N:14][N:13]([CH2:12][C:9]3[CH:8]=[CH:7][C:6]([N:1]4[CH:5]=[CH:4][CH:3]=[N:2]4)=[CH:11][CH:10]=3)[C:18]3[CH:19]=[CH:20][S:21][C:17]=3[C:16]2=[N:22]1.